Dataset: Full USPTO retrosynthesis dataset with 1.9M reactions from patents (1976-2016). Task: Predict the reactants needed to synthesize the given product. (1) Given the product [Cl:23][C:18]1[CH:17]=[C:16]([CH:4]([CH2:5][CH:6]2[CH2:10][CH2:9][C:8]3([O:11][CH2:12][CH2:13][CH2:14][O:15]3)[CH2:7]2)[C:3]([NH:32][C:33]2[S:34][CH:35]=[CH:36][N:37]=2)=[O:2])[CH:21]=[CH:20][C:19]=1[Cl:22], predict the reactants needed to synthesize it. The reactants are: C[O:2][C:3](=O)[CH:4]([C:16]1[CH:21]=[CH:20][C:19]([Cl:22])=[C:18]([Cl:23])[CH:17]=1)[CH2:5][CH:6]1[CH2:10][CH2:9][C:8]2([O:15][CH2:14][CH2:13][CH2:12][O:11]2)[CH2:7]1.C[O-].[Mg+2].C[O-].CO.[NH2:32][C:33]1[S:34][CH:35]=[CH:36][N:37]=1. (2) Given the product [CH2:32]([C:6]1[C:5]([OH:4])=[CH:14][CH:13]=[C:12]2[C:7]=1[CH2:8][CH2:9][C:10]([CH3:16])([CH3:17])[C:11]2=[O:15])[CH:27]=[CH2:28], predict the reactants needed to synthesize it. The reactants are: C([O:4][C:5]1[CH:6]=[C:7]2[C:12](=[CH:13][CH:14]=1)[C:11](=[O:15])[C:10]([CH3:17])([CH3:16])[CH2:9][CH2:8]2)C=C.O.C(OCC)(=O)C.CN(C)[C:27]1[CH:32]=CC=C[CH:28]=1. (3) Given the product [Cl:1][C:2]1[C:3]([O:18][CH:34]2[CH2:39][CH2:38][N:37]([C:40]([O:42][C:43]([CH3:46])([CH3:45])[CH3:44])=[O:41])[CH2:36][CH2:35]2)=[CH:4][C:5](=[O:17])[N:6]([C:8]2[CH:15]=[CH:14][C:11]([C:12]#[N:13])=[C:10]([F:16])[CH:9]=2)[CH:7]=1, predict the reactants needed to synthesize it. The reactants are: [Cl:1][C:2]1[C:3]([OH:18])=[CH:4][C:5](=[O:17])[N:6]([C:8]2[CH:15]=[CH:14][C:11]([C:12]#[N:13])=[C:10]([F:16])[CH:9]=2)[CH:7]=1.OC1C(C#N)=CNC(=O)C=1.CS(O[CH:34]1[CH2:39][CH2:38][N:37]([C:40]([O:42][C:43]([CH3:46])([CH3:45])[CH3:44])=[O:41])[CH2:36][CH2:35]1)(=O)=O.CS(OC1CCN(C2N=CC(CCC)=CN=2)CC1)(=O)=O.